Task: Predict the reactants needed to synthesize the given product.. Dataset: Full USPTO retrosynthesis dataset with 1.9M reactions from patents (1976-2016) (1) Given the product [C:1]([O:5][C:6](=[O:20])[NH:7][C:8]1[C:9]([C:13]2[CH:14]=[CH:15][C:16]([O:19][CH2:35][CH2:34][CH2:33][C:27]3[CH:32]=[CH:31][CH:30]=[CH:29][CH:28]=3)=[CH:17][CH:18]=2)=[N:10][O:11][CH:12]=1)([CH3:4])([CH3:2])[CH3:3], predict the reactants needed to synthesize it. The reactants are: [C:1]([O:5][C:6](=[O:20])[NH:7][C:8]1[C:9]([C:13]2[CH:18]=[CH:17][C:16]([OH:19])=[CH:15][CH:14]=2)=[N:10][O:11][CH:12]=1)([CH3:4])([CH3:3])[CH3:2].C([O-])([O-])=O.[K+].[K+].[C:27]1([CH2:33][CH2:34][CH2:35]Br)[CH:32]=[CH:31][CH:30]=[CH:29][CH:28]=1.C(OCC)(=O)C. (2) Given the product [Br:1][C:2]1[N:3]=[N:4][C:5]([C:9]([F:12])([F:11])[F:10])=[CH:6][C:7]=1[O:18][CH3:16], predict the reactants needed to synthesize it. The reactants are: [Br:1][C:2]1[N:3]=[N:4][C:5]([C:9]([F:12])([F:11])[F:10])=[CH:6][C:7]=1Br.C[O-].[Na+].[C:16](O)(=[O:18])C. (3) The reactants are: [OH:1][C:2]1([C:9]([O:11][CH2:12][CH3:13])=[O:10])[CH2:8][CH2:7][CH2:6][CH2:5][CH2:4][CH2:3]1.[Br:14][C:15]1[C:20]([Cl:21])=[CH:19][C:18]([CH2:22][C:23](O)=[O:24])=[C:17]([CH3:26])[CH:16]=1. Given the product [Br:14][C:15]1[C:20]([Cl:21])=[CH:19][C:18]([CH2:22][C:23]([O:1][C:2]2([C:9]([O:11][CH2:12][CH3:13])=[O:10])[CH2:8][CH2:7][CH2:6][CH2:5][CH2:4][CH2:3]2)=[O:24])=[C:17]([CH3:26])[CH:16]=1, predict the reactants needed to synthesize it. (4) Given the product [CH3:14][S:11]([NH:10][C:7]1[CH:8]=[CH:9][C:4]([C@H:2]([NH:1][C:63]([C:22]2[C:23]([CH3:30])=[N:24][C:25]3[C:20]([CH:21]=2)=[CH:19][CH:18]=[C:17]([Cl:16])[CH:26]=3)=[O:64])[CH3:3])=[CH:5][C:6]=1[CH3:15])(=[O:13])=[O:12], predict the reactants needed to synthesize it. The reactants are: [NH2:1][C@@H:2]([C:4]1[CH:9]=[CH:8][C:7]([NH:10][S:11]([CH3:14])(=[O:13])=[O:12])=[C:6]([CH3:15])[CH:5]=1)[CH3:3].[Cl:16][C:17]1[CH:26]=[C:25]2[C:20]([CH:21]=[CH:22][C:23]([CH3:30])(C(O)=O)[NH:24]2)=[CH:19][CH:18]=1.Cl.CN(C)CCCN=C=NCC.O.ON1C2C=CC=CC=2N=N1.C(N(CC)C(C)C)(C)C.[C:63]([O-])(O)=[O:64].[Na+]. (5) Given the product [Cl:1][C:2]1[CH:25]=[CH:24][C:5]([CH2:6][NH:7][C:8]([C:10]2[C:11](=[O:23])[C:12]3[S:19][C:18]([CH2:20][N:27]([CH2:28][CH:29]([OH:30])[C:31]4[N:32]=[CH:33][CH:34]=[CH:35][N:36]=4)[CH3:26])=[C:17]([CH3:22])[C:13]=3[N:14]([CH3:16])[CH:15]=2)=[O:9])=[CH:4][CH:3]=1, predict the reactants needed to synthesize it. The reactants are: [Cl:1][C:2]1[CH:25]=[CH:24][C:5]([CH2:6][NH:7][C:8]([C:10]2[C:11](=[O:23])[C:12]3[S:19][C:18]([CH2:20]Cl)=[C:17]([CH3:22])[C:13]=3[N:14]([CH3:16])[CH:15]=2)=[O:9])=[CH:4][CH:3]=1.[CH3:26][NH:27][CH2:28][CH:29]([C:31]1[N:36]=[CH:35][CH:34]=[CH:33][N:32]=1)[OH:30].C(N(C(C)C)CC)(C)C. (6) Given the product [CH3:30][C:29]([CH3:32])([CH3:31])[CH2:28][CH2:27][CH2:26][C:11]1[CH:12]=[C:13]([OH:16])[CH:14]=[CH:15][C:10]=1[C:3]1[CH:4]=[C:5]([O:8][CH3:9])[CH:6]=[CH:7][C:2]=1[F:1], predict the reactants needed to synthesize it. The reactants are: [F:1][C:2]1[CH:7]=[CH:6][C:5]([O:8][CH3:9])=[CH:4][C:3]=1[C:10]1[CH:15]=[CH:14][C:13]([O:16]CC2C=CC(OC)=CC=2)=[CH:12][C:11]=1[CH:26](O)[CH2:27][CH2:28][C:29]([CH3:32])([CH3:31])[CH3:30]. (7) Given the product [CH2:1]([O:3][C:4]1[CH:12]=[C:11]2[C:7]([CH:8]=[CH:9][NH:10]2)=[CH:6][C:5]=1[O:13][C:15]1[CH:20]=[CH:19][N:18]=[C:17]([NH:21][C:22](=[O:24])[CH3:23])[CH:16]=1)[CH3:2], predict the reactants needed to synthesize it. The reactants are: [CH2:1]([O:3][C:4]1[CH:12]=[C:11]2[C:7]([CH:8]=[CH:9][NH:10]2)=[CH:6][C:5]=1[OH:13])[CH3:2].Cl[C:15]1[CH:20]=[CH:19][N:18]=[C:17]([NH:21][C:22](=[O:24])[CH3:23])[CH:16]=1.CC(C)([O-])C.[K+].O.